Dataset: Forward reaction prediction with 1.9M reactions from USPTO patents (1976-2016). Task: Predict the product of the given reaction. Given the reactants [NH2:1][C:2]1[N:7]=[C:6]([N:8]2[CH:17]([CH3:18])[CH2:16][C:15]3[C:10](=[CH:11][C:12]([C:19]4[CH:20]=[CH:21][C:22]([C:25]([OH:27])=O)=[N:23][CH:24]=4)=[CH:13][CH:14]=3)[CH2:9]2)[CH:5]=[C:4]([N:28]2[CH2:33][CH2:32][N:31]([CH3:34])[CH2:30][CH2:29]2)[N:3]=1.[CH3:35][N:36]([CH3:42])[CH:37]1[CH2:41][CH2:40][NH:39][CH2:38]1, predict the reaction product. The product is: [CH3:35][N:36]([CH3:42])[CH:37]1[CH2:41][CH2:40][N:39]([C:25]([C:22]2[N:23]=[CH:24][C:19]([C:12]3[CH:11]=[C:10]4[C:15]([CH2:16][CH:17]([CH3:18])[N:8]([C:6]5[CH:5]=[C:4]([N:28]6[CH2:33][CH2:32][N:31]([CH3:34])[CH2:30][CH2:29]6)[N:3]=[C:2]([NH2:1])[N:7]=5)[CH2:9]4)=[CH:14][CH:13]=3)=[CH:20][CH:21]=2)=[O:27])[CH2:38]1.